Dataset: Peptide-MHC class I binding affinity with 185,985 pairs from IEDB/IMGT. Task: Regression. Given a peptide amino acid sequence and an MHC pseudo amino acid sequence, predict their binding affinity value. This is MHC class I binding data. (1) The peptide sequence is ILSPLTKGIL. The MHC is HLA-A02:06 with pseudo-sequence HLA-A02:06. The binding affinity (normalized) is 0.0603. (2) The peptide sequence is YIAVNDKALY. The MHC is HLA-A23:01 with pseudo-sequence HLA-A23:01. The binding affinity (normalized) is 0. (3) The peptide sequence is LEKARGSTY. The MHC is HLA-A30:02 with pseudo-sequence HLA-A30:02. The binding affinity (normalized) is 0.0637. (4) The peptide sequence is FQWHEAMFL. The MHC is HLA-B46:01 with pseudo-sequence HLA-B46:01. The binding affinity (normalized) is 0.0847.